From a dataset of Full USPTO retrosynthesis dataset with 1.9M reactions from patents (1976-2016). Predict the reactants needed to synthesize the given product. (1) Given the product [CH2:1]([N:5]([CH2:24][CH:25]([CH3:27])[CH3:26])[C:6]1[CH:11]=[CH:10][C:9]([C:12]2[CH:17]=[CH:16][CH:15]=[CH:14][C:13]=2[C:18]2[NH:22][N:21]=[N:20][N:19]=2)=[CH:8][C:7]=1[NH:23][C:28](=[O:39])[O:29][C:30]1[CH:31]=[CH:32][C:33]([N+:36]([O-:38])=[O:37])=[CH:34][CH:35]=1)[CH:2]([CH3:4])[CH3:3], predict the reactants needed to synthesize it. The reactants are: [CH2:1]([N:5]([CH2:24][CH:25]([CH3:27])[CH3:26])[C:6]1[CH:11]=[CH:10][C:9]([C:12]2[CH:17]=[CH:16][CH:15]=[CH:14][C:13]=2[C:18]2[NH:22][N:21]=[N:20][N:19]=2)=[CH:8][C:7]=1[NH2:23])[CH:2]([CH3:4])[CH3:3].[C:28](Cl)(=[O:39])[O:29][C:30]1[CH:35]=[CH:34][C:33]([N+:36]([O-:38])=[O:37])=[CH:32][CH:31]=1. (2) Given the product [Cl:1][C:2]1[CH:3]=[CH:4][C:5]2[NH:10][C:9](=[O:11])[O:8][C@@:7]([CH2:16][CH2:17][NH:18][S:19]([C:22]3[CH:27]=[CH:26][CH:25]=[CH:24][N:23]=3)(=[O:21])=[O:20])([C:12]([F:15])([F:14])[F:13])[C:6]=2[CH:28]=1, predict the reactants needed to synthesize it. The reactants are: [Cl:1][C:2]1[CH:3]=[CH:4][C:5]2[NH:10][C:9](=[O:11])[O:8][C:7]([CH2:16][CH2:17][NH:18][S:19]([C:22]3[CH:27]=[CH:26][CH:25]=[CH:24][N:23]=3)(=[O:21])=[O:20])([C:12]([F:15])([F:14])[F:13])[C:6]=2[CH:28]=1.CCCCCC. (3) Given the product [Cl:19][C:20]1[N:21]=[C:22]([C:27]([NH:1][C@@H:2]2[CH2:7][CH2:6][C@H:5]([C:8]3[CH:9]=[C:10]([CH:16]=[CH:17][CH:18]=3)[C:11]([O:13][CH2:14][CH3:15])=[O:12])[CH2:4][CH2:3]2)=[O:28])[NH:23][C:24]=1[CH2:25][CH3:26], predict the reactants needed to synthesize it. The reactants are: [NH2:1][C@@H:2]1[CH2:7][CH2:6][C@H:5]([C:8]2[CH:9]=[C:10]([CH:16]=[CH:17][CH:18]=2)[C:11]([O:13][CH2:14][CH3:15])=[O:12])[CH2:4][CH2:3]1.[Cl:19][C:20]1[N:21]=[C:22]([C:27](O)=[O:28])[NH:23][C:24]=1[CH2:25][CH3:26].ON1C2C=CC=CC=2N=N1.Cl.C(N=C=NCCCN(C)C)C.C(N(CC)CC)C. (4) Given the product [CH3:16][C:17]1([CH3:24])[CH:18]2[CH:19]1[CH2:20][CH2:21][CH:23]2[OH:22], predict the reactants needed to synthesize it. The reactants are: CC1(C)CCCC(C)(C)N1.C([Li])CCC.[CH3:16][C:17]([CH3:24])=[CH:18][CH2:19][CH2:20][CH:21]1[CH2:23][O:22]1.Cl. (5) Given the product [CH:1]1([N:4]2[C:13]3[C:8](=[CH:9][C:10]([F:34])=[C:11]([N:14]4[CH2:19][CH2:18][N:17]([CH2:20][CH:21]5[CH2:30][CH2:29][C:28]6[C:23](=[CH:24][CH:25]=[C:26]([O:31][CH3:32])[CH:27]=6)[C:22]5=[N:40][OH:41])[CH2:16][CH2:15]4)[CH:12]=3)[C:7](=[O:35])[C:6]([C:36]([OH:38])=[O:37])=[CH:5]2)[CH2:2][CH2:3]1, predict the reactants needed to synthesize it. The reactants are: [CH:1]1([N:4]2[C:13]3[C:8](=[CH:9][C:10]([F:34])=[C:11]([N:14]4[CH2:19][CH2:18][N:17]([CH2:20][CH:21]5[CH2:30][CH2:29][C:28]6[C:23](=[CH:24][CH:25]=[C:26]([O:31][CH3:32])[CH:27]=6)[C:22]5=O)[CH2:16][CH2:15]4)[CH:12]=3)[C:7](=[O:35])[C:6]([C:36]([OH:38])=[O:37])=[CH:5]2)[CH2:3][CH2:2]1.Cl.[NH2:40][OH:41].N1C=CC=CC=1.CO.